This data is from Reaction yield outcomes from USPTO patents with 853,638 reactions. The task is: Predict the reaction yield, written as a fraction of the theoretical maximum amount of product (1.0 means a 100% yield; for example, 0.34 means a 34% yield). (1) The reactants are [CH3:1][O:2][C:3]([C:5]1[CH:6]=[C:7]2[C:12](=[CH:13][CH:14]=1)[NH:11][CH:10]([C:15]1[CH:16]=[C:17]([CH:21]=[CH:22][CH:23]=1)[C:18](O)=[O:19])[C:9]([CH3:25])([CH3:24])[CH2:8]2)=[O:4].ON1C2C=CC=CC=2N=N1.CN(C)CCCN=C=NCC.Cl.CN1CCOCC1.[CH3:55][O:56][CH2:57][CH2:58][NH2:59].[BH4-].[Na+]. The catalyst is ClCCl.CO.C(OCC)(=O)C. The product is [CH3:55][O:56][CH2:57][CH2:58][NH:59][C:18]([C:17]1[CH:16]=[C:15]([CH:10]2[C:9]([CH3:25])([CH3:24])[CH2:8][C:7]3[C:12](=[CH:13][CH:14]=[C:5]([C:3]([O:2][CH3:1])=[O:4])[CH:6]=3)[NH:11]2)[CH:23]=[CH:22][CH:21]=1)=[O:19]. The yield is 0.856. (2) The reactants are [Cl:1][C:2]1[N:10]=[C:9]([OH:11])[CH:8]=[CH:7][C:3]=1[C:4]([OH:6])=[O:5].FC(F)(F)S(O[CH2:18][CH:19]([F:21])[F:20])(=O)=O. No catalyst specified. The product is [Cl:1][C:2]1[N:10]=[C:9]([O:11][CH2:18][CH:19]([F:20])[F:21])[CH:8]=[CH:7][C:3]=1[C:4]([O:6][CH2:18][CH:19]([F:21])[F:20])=[O:5]. The yield is 0.920.